The task is: Predict which catalyst facilitates the given reaction.. This data is from Catalyst prediction with 721,799 reactions and 888 catalyst types from USPTO. Reactant: Br[C:2]1[CH:7]=[CH:6][C:5]([C:8]2([O:26][C@H:25]([CH2:27][O:28][C:29](=[O:31])[CH3:30])[C@@H:20]([O:21][C:22](=[O:24])[CH3:23])[C@H:15]([O:16][C:17](=[O:19])[CH3:18])[C@H:10]2[O:11][C:12](=[O:14])[CH3:13])[OH:9])=[CH:4][C:3]=1[CH2:32][O:33][C:34]1[CH:39]=[CH:38][CH:37]=[CH:36][CH:35]=1.[Cu](C#N)[C:41]#[N:42]. Product: [O:33]([CH2:32][C:3]1[CH:4]=[C:5]([C:8]2([O:26][C@H:25]([CH2:27][O:28][C:29](=[O:31])[CH3:30])[C@@H:20]([O:21][C:22](=[O:24])[CH3:23])[C@H:15]([O:16][C:17](=[O:19])[CH3:18])[C@H:10]2[O:11][C:12](=[O:14])[CH3:13])[OH:9])[CH:6]=[CH:7][C:2]=1[C:41]#[N:42])[C:34]1[CH:35]=[CH:36][CH:37]=[CH:38][CH:39]=1. The catalyst class is: 37.